Dataset: Catalyst prediction with 721,799 reactions and 888 catalyst types from USPTO. Task: Predict which catalyst facilitates the given reaction. (1) Product: [NH:9]=[C:8]([NH:10][C:11](=[O:17])[O:12][C:13]([CH3:16])([CH3:15])[CH3:14])[C:4]1[CH:5]=[CH:6][CH:7]=[C:2]([B:21]2[O:22][C:23]([CH3:25])([CH3:24])[C:19]([CH3:35])([CH3:18])[O:20]2)[CH:3]=1. Reactant: Br[C:2]1[CH:3]=[C:4]([C:8]([NH:10][C:11](=[O:17])[O:12][C:13]([CH3:16])([CH3:15])[CH3:14])=[NH:9])[CH:5]=[CH:6][CH:7]=1.[CH3:18][C:19]1([CH3:35])[C:23]([CH3:25])([CH3:24])[O:22][B:21]([B:21]2[O:22][C:23]([CH3:25])([CH3:24])[C:19]([CH3:35])([CH3:18])[O:20]2)[O:20]1.C([O-])(=O)C.[K+].C(Cl)Cl. The catalyst class is: 151. (2) The catalyst class is: 2. Product: [CH:36]1([N:29]2[CH2:30][C@@H:31]([CH2:32][CH:33]([CH3:35])[CH3:34])[N:27]([CH:24]3[CH2:25][CH2:26][N:21]([CH2:20][C:17]4[CH:18]=[CH:19][C:14]([O:13][C:10]5[CH:11]=[CH:12][C:7]([C:6]([OH:44])=[O:5])=[CH:8][CH:9]=5)=[N:15][C:16]=4[CH2:42][CH3:43])[CH2:22][CH2:23]3)[C:28]2=[O:41])[CH2:40][CH2:39][CH2:38][CH2:37]1. Reactant: C([O:5][C:6](=[O:44])[C:7]1[CH:12]=[CH:11][C:10]([O:13][C:14]2[CH:19]=[CH:18][C:17]([CH2:20][N:21]3[CH2:26][CH2:25][CH:24]([N:27]4[C@H:31]([CH2:32][CH:33]([CH3:35])[CH3:34])[CH2:30][N:29]([CH:36]5[CH2:40][CH2:39][CH2:38][CH2:37]5)[C:28]4=[O:41])[CH2:23][CH2:22]3)=[C:16]([CH2:42][CH3:43])[N:15]=2)=[CH:9][CH:8]=1)(C)(C)C.C(O)(C(F)(F)F)=O. (3) Reactant: [Br:1][C:2]1[CH:3]=[C:4]([CH:7]=[CH:8][CH:9]=1)[CH:5]=O.[C:10](=O)([O-])[O-].[K+].[K+].[N+](=C(P(=O)([O-])[O-])C(=O)C)=[N-].C(=O)(O)[O-].[Na+]. Product: [Br:1][C:2]1[CH:9]=[CH:8][CH:7]=[C:4]([C:5]#[CH:10])[CH:3]=1. The catalyst class is: 5. (4) Reactant: [CH2:1]([N:3]1[CH2:8][CH2:7][NH:6][CH2:5][CH2:4]1)[CH3:2].C([O-])([O-])=O.[K+].[K+].[CH2:15](Br)[C:16]#[CH:17]. Product: [CH2:1]([N:3]1[CH2:8][CH2:7][N:6]([CH2:17][C:16]#[CH:15])[CH2:5][CH2:4]1)[CH3:2]. The catalyst class is: 21.